This data is from Catalyst prediction with 721,799 reactions and 888 catalyst types from USPTO. The task is: Predict which catalyst facilitates the given reaction. (1) Reactant: [OH:1][C:2]1[CH:3]=[C:4]([CH:7]=[C:8]([N+:11]([O-:13])=[O:12])[C:9]=1O)[CH:5]=O.[ClH:14].[NH2:15]O.CC1C=CC(S(O)(=O)=O)=CC=1.S([O-])([O-])(=O)=O.[Mg+2]. Product: [Cl:14][C:9]1[C:8]([N+:11]([O-:13])=[O:12])=[CH:7][C:4]([C:5]#[N:15])=[CH:3][C:2]=1[OH:1]. The catalyst class is: 11. (2) Reactant: [Br:1][C:2]1[CH:7]=[CH:6][C:5]([F:8])=[CH:4][C:3]=1[O:9][CH3:10].[CH3:11][O:12]C(Cl)Cl. Product: [Br:1][C:2]1[C:3]([O:9][CH3:10])=[CH:4][C:5]([F:8])=[C:6]([CH:7]=1)[CH:11]=[O:12]. The catalyst class is: 528. (3) Reactant: [CH3:1][O:2][C:3](=[O:12])[C:4]1[CH:9]=[CH:8][CH:7]=[C:6]([CH2:10]Br)[CH:5]=1.[Cl:13][C:14]1[CH:15]=[CH:16][C:17](=[O:20])[NH:18][N:19]=1.C(=O)([O-])[O-].[Cs+].[Cs+]. Product: [CH3:1][O:2][C:3](=[O:12])[C:4]1[CH:9]=[CH:8][CH:7]=[C:6]([CH2:10][N:18]2[C:17](=[O:20])[CH:16]=[CH:15][C:14]([Cl:13])=[N:19]2)[CH:5]=1. The catalyst class is: 37. (4) Reactant: Br[C:2]1[CH:3]=[CH:4][CH:5]=[C:6]2[C:11]=1[N:10]=[CH:9][CH:8]=[CH:7]2.[CH3:12][O:13][C:14]1[CH:15]=[C:16](B(O)O)[CH:17]=[CH:18][CH:19]=1.C([O-])([O-])=O.[K+].[K+]. Product: [CH3:12][O:13][C:14]1[CH:19]=[C:18]([C:2]2[CH:3]=[CH:4][CH:5]=[C:6]3[C:11]=2[N:10]=[CH:9][CH:8]=[CH:7]3)[CH:17]=[CH:16][CH:15]=1. The catalyst class is: 117.